From a dataset of Full USPTO retrosynthesis dataset with 1.9M reactions from patents (1976-2016). Predict the reactants needed to synthesize the given product. (1) Given the product [CH3:1][C:2]1([CH3:32])[CH2:3][CH:4]([CH:6]([NH:20][C:21]2[CH:22]=[N:23][C:24]3[C:29]([CH:30]=2)=[CH:28][CH:27]=[C:26]([F:31])[CH:25]=3)[C:7]2[CH:19]=[CH:18][C:10]([C:11]([OH:13])=[O:12])=[CH:9][CH:8]=2)[CH2:5]1, predict the reactants needed to synthesize it. The reactants are: [CH3:1][C:2]1([CH3:32])[CH2:5][CH:4]([CH:6]([NH:20][C:21]2[CH:22]=[N:23][C:24]3[C:29]([CH:30]=2)=[CH:28][CH:27]=[C:26]([F:31])[CH:25]=3)[C:7]2[CH:19]=[CH:18][C:10]([C:11]([O:13]C(C)(C)C)=[O:12])=[CH:9][CH:8]=2)[CH2:3]1.FC(F)(F)C(O)=O. (2) Given the product [CH:34]([NH:33][C:3]1[C:2]([Cl:1])=[C:7]([O:8][C:9]2[CH:14]=[CH:13][C:12]([NH:15][C:16]([C:18]3[C:23](=[O:24])[C:22]([C:25]4[CH:26]=[CH:27][C:28]([F:31])=[CH:29][CH:30]=4)=[CH:21][NH:20][CH:19]=3)=[O:17])=[CH:11][C:10]=2[F:32])[CH:6]=[CH:5][N:4]=1)([C:35]1[CH:36]=[CH:37][CH:38]=[CH:39][CH:40]=1)[C:41]1[CH:46]=[CH:45][CH:44]=[CH:43][CH:42]=1, predict the reactants needed to synthesize it. The reactants are: [Cl:1][C:2]1[C:3]([N:33]=[C:34]([C:41]2[CH:46]=[CH:45][CH:44]=[CH:43][CH:42]=2)[C:35]2[CH:40]=[CH:39][CH:38]=[CH:37][CH:36]=2)=[N:4][CH:5]=[CH:6][C:7]=1[O:8][C:9]1[CH:14]=[CH:13][C:12]([NH:15][C:16]([C:18]2[C:23](=[O:24])[C:22]([C:25]3[CH:30]=[CH:29][C:28]([F:31])=[CH:27][CH:26]=3)=[CH:21][NH:20][CH:19]=2)=[O:17])=[CH:11][C:10]=1[F:32].[BH4-].[Na+]. (3) Given the product [CH2:1]([C:3]1[NH:13][C:6]2=[N:7][C:8]([CH3:12])=[CH:9][C:10]([CH3:11])=[C:5]2[N:4]=1)[CH3:2], predict the reactants needed to synthesize it. The reactants are: [CH2:1]([C:3]1[N:13](CC2C=CC3=C(C=2)OCC2C=CC=CC=2/C/3=C(/C)\C#N)[C:6]2=[N:7][C:8]([CH3:12])=[CH:9][C:10]([CH3:11])=[C:5]2[N:4]=1)[CH3:2].OCC1C=CC2=C(C=1)OCC1C=CC=CC=1/C/2=C(/C)\C#N. (4) Given the product [CH2:7]([N:14]1[CH2:15][CH2:16][N:17]([C:18]2[CH:23]=[CH:22][C:21]([CH:24]([CH3:26])[CH3:25])=[CH:20][CH:19]=2)[CH:35]([C:36]([O:38][CH2:39][CH3:40])=[O:37])[CH2:41]1)[C:8]1[CH:9]=[CH:10][CH:11]=[CH:12][CH:13]=1, predict the reactants needed to synthesize it. The reactants are: C(=O)([O-])O.[Na+].Cl.[CH2:7]([NH:14][CH2:15][CH2:16][NH:17][C:18]1[CH:23]=[CH:22][C:21]([CH:24]([CH3:26])[CH3:25])=[CH:20][CH:19]=1)[C:8]1[CH:13]=[CH:12][CH:11]=[CH:10][CH:9]=1.C(N(CC)CC)C.Br[CH:35]([CH2:41]Br)[C:36]([O:38][CH2:39][CH3:40])=[O:37]. (5) Given the product [Cl:12][C:8]1[CH:9]=[C:10]2[C:5](=[C:6]([S:13]([NH:16][C:17]3[CH:18]=[CH:19][CH:20]=[CH:21][CH:22]=3)(=[O:14])=[O:15])[CH:7]=1)[O:4][CH2:3][C@H:2]([N:1]1[CH2:27][CH2:26][CH2:25][CH2:24]1)[CH2:11]2, predict the reactants needed to synthesize it. The reactants are: [NH2:1][C@@H:2]1[CH2:11][C:10]2[C:5](=[C:6]([S:13]([NH:16][C:17]3[CH:22]=[CH:21][CH:20]=[CH:19][CH:18]=3)(=[O:15])=[O:14])[CH:7]=[C:8]([Cl:12])[CH:9]=2)[O:4][CH2:3]1.Br[CH2:24][CH2:25][CH2:26][CH2:27]Br.CCN(C(C)C)C(C)C.[I-].[K+]. (6) Given the product [NH2:4][C:5]1[N:10]=[C:9]([CH:11]2[CH2:13][CH2:12]2)[N:8]=[C:7]([C:14]([O:16][CH3:17])=[O:15])[C:6]=1[Cl:19], predict the reactants needed to synthesize it. The reactants are: C[O-].[Na+].[NH2:4][C:5]1[N:10]=[C:9]([CH:11]2[CH2:13][CH2:12]2)[N:8]=[C:7]([C:14]([O:16][CH2:17]C)=[O:15])[C:6]=1[Cl:19].Cl.[Cl-].[NH4+]. (7) Given the product [OH:47][C:22]1([C:20]2[S:21][C:17]([C:12]3[CH:11]=[C:10]([NH:9][C:5]4[N:6]=[C:42]([CH:43]([OH:31])[CH2:44][OH:45])[CH:46]=[CH:3][N:4]=4)[CH:15]=[C:14]([CH3:16])[CH:13]=3)=[CH:18][N:19]=2)[CH2:23][CH2:24][CH2:25]1, predict the reactants needed to synthesize it. The reactants are: C([C:3]1C=C[N:6]=[C:5]([NH:9][C:10]2[CH:11]=[C:12]([C:17]3[S:21][C:20]([C:22]4(O)[CH2:25][CH2:24][CH2:23]4)=[N:19][CH:18]=3)[CH:13]=[C:14]([CH3:16])[CH:15]=2)[N:4]=1)=C.C[N+]1([O-])CC[O:31]CC1.[O-]S([O-])(=S)=O.[Na+].[Na+].[CH2:42]1[CH2:46][O:45][CH2:44][CH2:43]1.[OH2:47]. (8) Given the product [F:1][C:2]1[CH:10]=[C:9]2[C:5]([CH:6]=[C:7]([C:11]([CH3:23])([CH3:22])[CH2:12][OH:13])[NH:8]2)=[CH:4][C:3]=1[N+:24]([O-:26])=[O:25], predict the reactants needed to synthesize it. The reactants are: [F:1][C:2]1[CH:10]=[C:9]2[C:5]([CH:6]=[C:7]([C:11]([CH3:23])([CH3:22])[C:12](OCC3C=CC=CC=3)=[O:13])[NH:8]2)=[CH:4][C:3]=1[N+:24]([O-:26])=[O:25].CC(C[AlH]CC(C)C)C.